Dataset: Catalyst prediction with 721,799 reactions and 888 catalyst types from USPTO. Task: Predict which catalyst facilitates the given reaction. (1) Reactant: [NH2:1][C:2]1[CH:22]=[CH:21][C:5]2[N:6]([C@@H:9]([C:15]3[CH:20]=[CH:19][CH:18]=[CH:17][CH:16]=3)[CH2:10][C:11]([O:13][CH3:14])=[O:12])[CH:7]=[N:8][C:4]=2[CH:3]=1.C(NC(C)C)(C)C.[C:30]1([N:36]=[C:37]=[O:38])[CH:35]=[CH:34][CH:33]=[CH:32][CH:31]=1. Product: [NH:36]([C:37]([NH:1][C:2]1[CH:22]=[CH:21][C:5]2[N:6]([C@@H:9]([C:15]3[CH:16]=[CH:17][CH:18]=[CH:19][CH:20]=3)[CH2:10][C:11]([O:13][CH3:14])=[O:12])[CH:7]=[N:8][C:4]=2[CH:3]=1)=[O:38])[C:30]1[CH:35]=[CH:34][CH:33]=[CH:32][CH:31]=1. The catalyst class is: 5. (2) Reactant: [C:1]1([CH2:7][CH2:8][C:9](OC)=[O:10])[CH:6]=[CH:5][CH:4]=[CH:3][CH:2]=1.[C:13]([OH:17])([CH3:16])([CH3:15])[CH3:14].C(OC(C)C)(C)C. Product: [C:1]1([CH2:7][CH2:8][C:9]([O:17][C:13]([CH3:16])([CH3:15])[CH3:14])=[O:10])[CH:6]=[CH:5][CH:4]=[CH:3][CH:2]=1. The catalyst class is: 401. (3) Reactant: Cl.[NH:2]1[CH2:7][CH2:6][CH2:5][CH2:4][C@@H:3]1[C:8]([NH:10][C@H:11]([C:13]1[CH:22]=[CH:21][C:16]([C:17]([O:19][CH3:20])=[O:18])=[CH:15][CH:14]=1)[CH3:12])=[O:9].[F:23][C:24]1[CH:33]=[CH:32][C:27]([O:28][CH2:29][CH:30]=O)=[CH:26][CH:25]=1.C(O)(=O)C.C(O[BH-](OC(=O)C)OC(=O)C)(=O)C.[Na+]. Product: [F:23][C:24]1[CH:33]=[CH:32][C:27]([O:28][CH2:29][CH2:30][N:2]2[CH2:7][CH2:6][CH2:5][CH2:4][C@@H:3]2[C:8]([NH:10][C@H:11]([C:13]2[CH:14]=[CH:15][C:16]([C:17]([O:19][CH3:20])=[O:18])=[CH:21][CH:22]=2)[CH3:12])=[O:9])=[CH:26][CH:25]=1. The catalyst class is: 26. (4) Reactant: [Cl:1][C:2]1[N:7]=[C:6]([C:8]2[CH:9]=[N:10][NH:11][CH:12]=2)[N:5]2[CH:13]=[CH:14][N:15]=[C:4]2[CH:3]=1.[CH2:16]1[C:19]2([CH2:22][CH2:21][CH2:20]2)[CH2:18][C:17]1=[CH:23][C:24]#[N:25].C1CCN2C(=NCCC2)CC1. Product: [Cl:1][C:2]1[N:7]=[C:6]([C:8]2[CH:12]=[N:11][N:10]([C:17]3([CH2:23][C:24]#[N:25])[CH2:18][C:19]4([CH2:22][CH2:21][CH2:20]4)[CH2:16]3)[CH:9]=2)[N:5]2[CH:13]=[CH:14][N:15]=[C:4]2[CH:3]=1. The catalyst class is: 23. (5) Reactant: [CH:1]1([CH:4]([OH:6])[CH3:5])[CH2:3][CH2:2]1.[H-].[Na+].[CH2:9]([N:16]1[CH2:22][C:21]2[CH:23]=[CH:24][C:25](Cl)=[N:26][C:20]=2[O:19][CH2:18][CH2:17]1)[C:10]1[CH:15]=[CH:14][CH:13]=[CH:12][CH:11]=1.O. Product: [CH2:9]([N:16]1[CH2:22][C:21]2[CH:23]=[CH:24][C:25]([O:6][CH:4]([CH:1]3[CH2:3][CH2:2]3)[CH3:5])=[N:26][C:20]=2[O:19][CH2:18][CH2:17]1)[C:10]1[CH:11]=[CH:12][CH:13]=[CH:14][CH:15]=1. The catalyst class is: 733. (6) Reactant: [H-].[Al+3].[Li+].[H-].[H-].[H-].[F:7][C:8]([CH3:31])([CH3:30])[CH2:9][CH2:10][O:11][C:12]1[CH:17]=[CH:16][C:15]([C:18]2[CH:23]=[CH:22][CH:21]=[C:20]([C:24](OC)=[O:25])[C:19]=2[CH3:28])=[C:14]([CH3:29])[CH:13]=1. Product: [F:7][C:8]([CH3:31])([CH3:30])[CH2:9][CH2:10][O:11][C:12]1[CH:17]=[CH:16][C:15]([C:18]2[CH:23]=[CH:22][CH:21]=[C:20]([CH2:24][OH:25])[C:19]=2[CH3:28])=[C:14]([CH3:29])[CH:13]=1. The catalyst class is: 1. (7) Reactant: [Cl:1][C:2]1[C:3]2[N:21]=[C:20]([N:22]3[CH2:27][CH2:26][O:25][C@@H:24]4[CH2:28][CH2:29][CH2:30][C@@H:23]34)[N:19]([CH2:31][C@H:32]3[CH2:37][CH2:36][C@H:35]([CH3:38])[CH2:34][CH2:33]3)[C:4]=2[C:5]([C:12]2[CH:13]=[N:14][CH:15]=[C:16]([Cl:18])[CH:17]=2)=[N:6][C:7]=1[C:8](=[N:10][OH:11])[NH2:9].[C:39](N1C=CN=C1)(N1C=CN=C1)=[O:40].N12CCCN=C1CCCCC2. Product: [Cl:1][C:2]1[C:3]2[N:21]=[C:20]([N:22]3[CH2:27][CH2:26][O:25][C@@H:24]4[CH2:28][CH2:29][CH2:30][C@@H:23]34)[N:19]([CH2:31][C@H:32]3[CH2:33][CH2:34][C@H:35]([CH3:38])[CH2:36][CH2:37]3)[C:4]=2[C:5]([C:12]2[CH:13]=[N:14][CH:15]=[C:16]([Cl:18])[CH:17]=2)=[N:6][C:7]=1[C:8]1[NH:9][C:39](=[O:40])[O:11][N:10]=1. The catalyst class is: 10. (8) Reactant: [CH2:1]1[CH2:5][O:4][CH2:3][CH2:2]1.[CH3:6][C:7]1[S:11][C:10]2[NH:12][C:13]3[CH:14]=[CH:15][CH:16]=[CH:17][C:18]=3[N:19]=[C:20]([N:21]3[CH2:26][CH2:25][N:24]([CH3:27])[CH2:23][CH2:22]3)[C:9]=2[CH:8]=1. Product: [CH3:6][C:7]1[S:11][C:10]2[NH:12][C:13]3[CH:14]=[CH:15][CH:16]=[CH:17][C:18]=3[N:19]=[C:20]([N:21]3[CH2:22][CH2:23][N:24]([CH3:27])[CH2:25][CH2:26]3)[C:9]=2[CH:8]=1.[OH2:4].[O:4]1[CH2:5][CH2:1][CH2:2][CH2:3]1. The catalyst class is: 6. (9) Reactant: [Br:1][C:2]1[C:3]([OH:16])=[C:4]2[C:9](=[CH:10][CH:11]=1)[N:8](C(=O)C)[C@@H:7]([CH3:15])[CH2:6][CH2:5]2.[CH2:17]([N:20]1[C:24]2[CH:25]=[CH:26][CH:27]=[CH:28][C:23]=2[N:22]=[C:21]1Br)[CH:18]=[CH2:19].C(=O)([O-])[O-].[K+].[K+]. Product: [CH2:17]([N:20]1[C:24]2[CH:25]=[CH:26][CH:27]=[CH:28][C:23]=2[N:22]=[C:21]1[O:16][C:3]1[C:2]([Br:1])=[CH:11][CH:10]=[C:9]2[C:4]=1[CH2:5][CH2:6][C@H:7]([CH3:15])[NH:8]2)[CH:18]=[CH2:19]. The catalyst class is: 80. (10) Product: [CH3:21][C:5]1[C:6]([C:8]([N:10]2[CH2:15][CH2:14][CH:13]([N:16]3[CH2:20][CH2:19][CH2:18][CH2:17]3)[CH2:12][CH2:11]2)=[O:9])=[N:7][C:2]([N:32]2[CH:36]=[N:35][CH:34]=[N:33]2)=[C:3]([C:22]2[CH:27]=[CH:26][CH:25]=[C:24]([C:28]([F:31])([F:30])[F:29])[CH:23]=2)[CH:4]=1. The catalyst class is: 60. Reactant: Cl[C:2]1[N:7]=[C:6]([C:8]([N:10]2[CH2:15][CH2:14][CH:13]([N:16]3[CH2:20][CH2:19][CH2:18][CH2:17]3)[CH2:12][CH2:11]2)=[O:9])[C:5]([CH3:21])=[CH:4][C:3]=1[C:22]1[CH:27]=[CH:26][CH:25]=[C:24]([C:28]([F:31])([F:30])[F:29])[CH:23]=1.[NH:32]1[CH:36]=[N:35][CH:34]=[N:33]1.[H-].[Na+].